This data is from Reaction yield outcomes from USPTO patents with 853,638 reactions. The task is: Predict the reaction yield, written as a fraction of the theoretical maximum amount of product (1.0 means a 100% yield; for example, 0.34 means a 34% yield). (1) The catalyst is O1CCOCC1. The yield is 0.600. The product is [N+:1]([C:4]1[CH:17]=[CH:16][C:15]2[C:14]3[C:9](=[CH:10][CH:11]=[CH:12][CH:13]=3)[CH:8]=[CH:7][C:6]=2[CH:5]=1)([O-:3])=[O:2]. The reactants are [N+:1]([C:4]1[CH:17]=[CH:16][C:15]2[C:14]3[C:9](=[CH:10][CH:11]=[CH:12][CH:13]=3)[CH2:8][CH2:7][C:6]=2[CH:5]=1)([O-:3])=[O:2].ClC1C(=O)C(C#N)=C(C#N)C(=O)C=1Cl. (2) The reactants are [Cl:1][C:2]1[CH:19]=[C:18]([N+:20]([O-])=O)[CH:17]=[C:16]([Cl:23])[C:3]=1[O:4][C:5]1[CH:6]=[N:7][C:8]2[C:13]([CH:14]=1)=[CH:12][C:11]([CH3:15])=[CH:10][CH:9]=2.[NH4+].[Cl-]. The catalyst is CCO.C1COCC1.O.[Fe]. The product is [Cl:1][C:2]1[CH:19]=[C:18]([NH2:20])[CH:17]=[C:16]([Cl:23])[C:3]=1[O:4][C:5]1[CH:6]=[N:7][C:8]2[C:13]([CH:14]=1)=[CH:12][C:11]([CH3:15])=[CH:10][CH:9]=2. The yield is 0.980. (3) The reactants are [Br:1][C:2]1[CH:3]=[C:4]([NH2:10])[C:5]([O:8][CH3:9])=[N:6][CH:7]=1.[CH2:11]([N:13]1[CH:17]=[C:16]([S:18](Cl)(=[O:20])=[O:19])[CH:15]=[N:14]1)[CH3:12]. The catalyst is N1C=CC=CC=1. The product is [Br:1][C:2]1[CH:3]=[C:4]([NH:10][S:18]([C:16]2[CH:15]=[N:14][N:13]([CH2:11][CH3:12])[CH:17]=2)(=[O:20])=[O:19])[C:5]([O:8][CH3:9])=[N:6][CH:7]=1. The yield is 0.770. (4) The reactants are Cl.[NH:2]1[CH2:5][CH:4]([OH:6])[CH2:3]1.[C:7]([C:11]1[CH:12]=[C:13]([CH:17]=[C:18]([C:21]([CH3:24])([CH3:23])[CH3:22])[C:19]=1[OH:20])[C:14](Cl)=[O:15])([CH3:10])([CH3:9])[CH3:8]. The catalyst is [OH-].[Na+].C1COCC1. The product is [C:21]([C:18]1[CH:17]=[C:13]([C:14]([N:2]2[CH2:5][CH:4]([OH:6])[CH2:3]2)=[O:15])[CH:12]=[C:11]([C:7]([CH3:10])([CH3:9])[CH3:8])[C:19]=1[OH:20])([CH3:24])([CH3:22])[CH3:23]. The yield is 0.300. (5) The reactants are [CH3:1][O:2][C:3]1[CH:4]=[C:5]2[C:9](=[CH:10][CH:11]=1)[NH:8][CH:7]=[C:6]2[CH2:12]O.[CH3:14][O:15][C:16]([O:20][Si](C)(C)C)=[C:17](C)C.Cl([O-])(=O)(=O)=O.[Mg+2].Cl([O-])(=O)(=O)=O. The catalyst is ClCCl.O. The product is [CH3:14][O:15][C:16](=[O:20])[CH2:17][CH2:12][C:6]1[C:5]2[C:9](=[CH:10][CH:11]=[C:3]([O:2][CH3:1])[CH:4]=2)[NH:8][CH:7]=1. The yield is 0.880. (6) The reactants are C([O-])([O-])=O.[Na+].[Na+].[O:7]=[C:8]([N:20]1[CH2:25][CH2:24][N:23]([C:26](=[O:37])[C:27]2[CH:32]=[CH:31][CH:30]=[CH:29][C:28]=2[C:33]([F:36])([F:35])[F:34])[CH2:22][CH2:21]1)[CH2:9][NH:10][C:11]([C:13]1[N:14]=[N:15][C:16](Cl)=[CH:17][CH:18]=1)=[O:12].[C:38]1(B(O)O)[CH:43]=[CH:42][CH:41]=[CH:40][CH:39]=1. The catalyst is CN(C=O)C.O.Cl[Pd]Cl. The product is [O:7]=[C:8]([N:20]1[CH2:25][CH2:24][N:23]([C:26](=[O:37])[C:27]2[CH:32]=[CH:31][CH:30]=[CH:29][C:28]=2[C:33]([F:36])([F:35])[F:34])[CH2:22][CH2:21]1)[CH2:9][NH:10][C:11]([C:13]1[N:14]=[N:15][C:16]([C:38]2[CH:43]=[CH:42][CH:41]=[CH:40][CH:39]=2)=[CH:17][CH:18]=1)=[O:12]. The yield is 0.110. (7) The reactants are [C:1]([SiH2:5][O:6][C:7]([CH3:16])([CH3:15])[CH:8]1[CH2:13][CH:12]([OH:14])[CH2:11][CH2:10][O:9]1)([CH3:4])([CH3:3])[CH3:2].[CH3:17][S:18](Cl)(=[O:20])=[O:19]. The catalyst is C(Cl)Cl. The product is [C:1]([SiH2:5][O:6][C:7]([CH3:16])([CH3:15])[CH:8]1[CH2:13][CH:12]([O:14][S:18]([CH3:17])(=[O:20])=[O:19])[CH2:11][CH2:10][O:9]1)([CH3:4])([CH3:2])[CH3:3]. The yield is 0.820. (8) The reactants are CC([N:5]([C@H:9]([CH3:13])[CH2:10][CH2:11][NH2:12])[C:6](=[O:8])[O-:7])(C)C.[CH3:14][C:15](N([C@H](C)CC#N)C(=O)[O-])([CH3:17])[CH3:16].N. The catalyst is C(O)C.[Ni]. The product is [NH2:12][CH2:11][CH2:10][C@H:9]([NH:5][C:6](=[O:8])[O:7][C:15]([CH3:17])([CH3:16])[CH3:14])[CH3:13]. The yield is 1.00. (9) The reactants are Br[C:2]1[CH:9]=[CH:8][C:7]([O:10][CH3:11])=[CH:6][C:3]=1[CH2:4]Cl.C([Li])CCC.[F:17][C:18]([F:28])([F:27])[C:19]([C:21]1[CH:26]=[CH:25][CH:24]=[CH:23][CH:22]=1)=[O:20]. The catalyst is CCCCCC.O1CCCC1. The product is [F:17][C:18]([F:27])([F:28])[C:19]1([C:21]2[CH:26]=[CH:25][CH:24]=[CH:23][CH:22]=2)[C:2]2[C:3](=[CH:6][C:7]([O:10][CH3:11])=[CH:8][CH:9]=2)[CH2:4][O:20]1. The yield is 0.203.